Dataset: Catalyst prediction with 721,799 reactions and 888 catalyst types from USPTO. Task: Predict which catalyst facilitates the given reaction. (1) Reactant: [NH2:1][C:2]1[C:3]([O:18][CH3:19])=[C:4]([C:15]([NH2:17])=O)[CH:5]=[C:6]([C:9]2[CH:14]=[CH:13][CH:12]=[CH:11][CH:10]=2)[C:7]=1[F:8].C(N(CC)CC)C.[F:27][C:28]([F:39])([F:38])[C:29](O[C:29](=[O:30])[C:28]([F:39])([F:38])[F:27])=[O:30].O. Product: [C:15]([C:4]1[C:3]([O:18][CH3:19])=[C:2]([NH:1][C:29](=[O:30])[C:28]([F:39])([F:38])[F:27])[C:7]([F:8])=[C:6]([C:9]2[CH:14]=[CH:13][CH:12]=[CH:11][CH:10]=2)[CH:5]=1)#[N:17]. The catalyst class is: 7. (2) Reactant: [F:1][C:2]1[CH:3]=[C:4]([CH:6]=[CH:7][C:8]=1[O:9][C:10]1[CH:15]=[CH:14][N:13]=[C:12]2[CH:16]=[CH:17][S:18][C:11]=12)[NH2:5].C(N(C(C)C)CC)(C)C.[CH2:28]([O:35][CH2:36][C:37](Cl)=[O:38])[C:29]1[CH:34]=[CH:33][CH:32]=[CH:31][CH:30]=1. Product: [CH2:28]([O:35][CH2:36][C:37]([NH:5][C:4]1[CH:6]=[CH:7][C:8]([O:9][C:10]2[CH:15]=[CH:14][N:13]=[C:12]3[CH:16]=[CH:17][S:18][C:11]=23)=[C:2]([F:1])[CH:3]=1)=[O:38])[C:29]1[CH:34]=[CH:33][CH:32]=[CH:31][CH:30]=1. The catalyst class is: 2. (3) Reactant: [CH2:1]([O:8][C:9](=[O:37])[NH:10][CH2:11][CH2:12][CH2:13][CH2:14][C:15]1[CH:20]=[CH:19][C:18]([CH2:21][CH2:22][CH2:23][CH:24]([N:26]2C(=O)C3C(=CC=CC=3)C2=O)[CH3:25])=[CH:17][CH:16]=1)[C:2]1[CH:7]=[CH:6][CH:5]=[CH:4][CH:3]=1.NN. Product: [CH2:1]([O:8][C:9](=[O:37])[NH:10][CH2:11][CH2:12][CH2:13][CH2:14][C:15]1[CH:20]=[CH:19][C:18]([CH2:21][CH2:22][CH2:23][CH:24]([NH2:26])[CH3:25])=[CH:17][CH:16]=1)[C:2]1[CH:3]=[CH:4][CH:5]=[CH:6][CH:7]=1. The catalyst class is: 8. (4) The catalyst class is: 6. Reactant: [O:1]1CCOCC1.[Cl:7][C:8]1[CH:9]=[C:10]2[C:18](=[CH:19][C:20]=1[Cl:21])[NH:17][C:16]1[C:15]([CH3:23])([CH3:22])[C:14]3[CH:24]=[C:25]([O:28][CH3:29])[CH:26]=[CH:27][C:13]=3[CH2:12][C:11]2=1.C(C1C(=O)C(Cl)=C(Cl)C(=O)C=1C#N)#N. Product: [Cl:7][C:8]1[CH:9]=[C:10]2[C:18](=[CH:19][C:20]=1[Cl:21])[NH:17][C:16]1[C:15]([CH3:22])([CH3:23])[C:14]3[CH:24]=[C:25]([O:28][CH3:29])[CH:26]=[CH:27][C:13]=3[C:12](=[O:1])[C:11]2=1. (5) Reactant: C(N1[CH2:13][CH2:12][N:11]([CH:14]2[CH2:17]N(C(OC(C)(C)C)=O)[CH2:15]2)[CH2:10][CH2:9]1)C1C=CC=CC=1.F[C:26](F)(F)C(O)=O.CCN=C=NCCCN(C)C.C1(CC(O)=O)C=CC=CC=1.C1C=CC2N(O)N=NC=2C=1. Product: [CH2:12]([N:11]([CH:10]([CH3:9])[CH3:26])[CH:14]([CH3:17])[CH3:15])[CH3:13]. The catalyst class is: 4. (6) Reactant: [CH3:1][C:2]1([CH3:14])[C:10]2[C:5](=[CH:6][C:7]([N+:11]([O-:13])=[O:12])=[CH:8][CH:9]=2)[NH:4][CH2:3]1.[C:15]([N:22]1[CH2:27][CH2:26][CH:25]([CH:28]=O)[CH2:24][CH2:23]1)([O:17][C:18]([CH3:21])([CH3:20])[CH3:19])=[O:16].C([O-])(O)=O.[Na+]. Product: [N+:11]([C:7]1[CH:6]=[C:5]2[C:10]([C:2]([CH3:14])([CH3:1])[CH2:3][N:4]2[CH2:28][CH:25]2[CH2:26][CH2:27][N:22]([C:15]([O:17][C:18]([CH3:19])([CH3:21])[CH3:20])=[O:16])[CH2:23][CH2:24]2)=[CH:9][CH:8]=1)([O-:13])=[O:12]. The catalyst class is: 68. (7) Reactant: Br[C:2]1[CH:3]=[C:4]([Cl:10])[C:5]([O:8][CH3:9])=[N:6][CH:7]=1.[CH3:11][C:12]1([CH3:28])[C:16]([CH3:18])([CH3:17])[O:15][B:14]([B:14]2[O:15][C:16]([CH3:18])([CH3:17])[C:12]([CH3:28])([CH3:11])[O:13]2)[O:13]1.C([O-])(=O)C.[K+]. Product: [Cl:10][C:4]1[C:5]([O:8][CH3:9])=[N:6][CH:7]=[C:2]([B:14]2[O:15][C:16]([CH3:18])([CH3:17])[C:12]([CH3:28])([CH3:11])[O:13]2)[CH:3]=1. The catalyst class is: 140. (8) Reactant: [H-].[Na+].[CH2:3]([O:10][C:11]1[CH:12]=[C:13]2[C:17](=[CH:18][CH:19]=1)[NH:16][CH:15]=[CH:14]2)[C:4]1[CH:9]=[CH:8][CH:7]=[CH:6][CH:5]=1.Br[CH2:21][C:22]1[CH:23]=[CH:24][C:25]([CH3:35])=[C:26]([CH:34]=1)[C:27]([O:29][C:30]([CH3:33])([CH3:32])[CH3:31])=[O:28]. The catalyst class is: 9. Product: [CH3:35][C:25]1[CH:24]=[CH:23][C:22]([CH2:21][N:16]2[C:17]3[C:13](=[CH:12][C:11]([O:10][CH2:3][C:4]4[CH:5]=[CH:6][CH:7]=[CH:8][CH:9]=4)=[CH:19][CH:18]=3)[CH:14]=[CH:15]2)=[CH:34][C:26]=1[C:27]([O:29][C:30]([CH3:33])([CH3:32])[CH3:31])=[O:28]. (9) Reactant: [Cl:1][C:2]1[C:7]([Cl:8])=[CH:6][CH:5]=[CH:4][C:3]=1[CH2:9][S:10]([C:13]1[CH:14]=[C:15]2[C:19](=[CH:20][CH:21]=1)[NH:18][C:17](=[O:22])/[C:16]/2=[CH:23]\[C:24]1[NH:28][C:27]([CH3:29])=[C:26]([C:30]([OH:32])=O)[C:25]=1[CH3:33])(=[O:12])=[O:11].[N:34]1([CH:39]2[CH2:44][CH2:43][NH:42][CH2:41][CH2:40]2)[CH2:38][CH2:37][CH2:36][CH2:35]1.C1C=CC2N(O)N=NC=2C=1.CCN=C=NCCCN(C)C.Cl. Product: [Cl:1][C:2]1[C:7]([Cl:8])=[CH:6][CH:5]=[CH:4][C:3]=1[CH2:9][S:10]([C:13]1[CH:14]=[C:15]2[C:19](=[CH:20][CH:21]=1)[NH:18][C:17](=[O:22])/[C:16]/2=[CH:23]\[C:24]1[NH:28][C:27]([CH3:29])=[C:26]([C:30]([N:42]2[CH2:43][CH2:44][CH:39]([N:34]3[CH2:38][CH2:37][CH2:36][CH2:35]3)[CH2:40][CH2:41]2)=[O:32])[C:25]=1[CH3:33])(=[O:12])=[O:11]. The catalyst class is: 3. (10) The catalyst class is: 186. Product: [CH3:19][N:18]([CH3:20])[C:9]1([C:12]2[S:13][C:14]([F:17])=[CH:15][CH:16]=2)[CH2:10][CH2:11][C:6]2([CH2:21][NH:22][C:4](=[O:3])[CH2:5]2)[CH2:7][CH2:8]1. Reactant: C([O:3][C:4](=O)[CH2:5][C:6]1([CH2:21][N+:22]([O-])=O)[CH2:11][CH2:10][C:9]([N:18]([CH3:20])[CH3:19])([C:12]2[S:13][C:14]([F:17])=[CH:15][CH:16]=2)[CH2:8][CH2:7]1)C.[Cl-].[NH4+].O.